Predict the reaction yield, written as a fraction of the theoretical maximum amount of product (1.0 means a 100% yield; for example, 0.34 means a 34% yield). From a dataset of Reaction yield outcomes from USPTO patents with 853,638 reactions. The reactants are [CH3:1][O:2][C:3]1[CH:32]=[C:31]([O:33][CH3:34])[CH:30]=[CH:29][C:4]=1[CH2:5][N:6]1[C:11](=[O:12])[C:10]([C:13]([O:15]C)=[O:14])=[CH:9][C:8]2[CH2:17][CH2:18][CH2:19][C:20]3[CH:25]=[C:24]([N:26]([CH3:28])[CH3:27])[CH:23]=[CH:22][C:21]=3[C:7]1=2.[Li+].[OH-].Cl. The catalyst is C1COCC1. The product is [CH3:1][O:2][C:3]1[CH:32]=[C:31]([O:33][CH3:34])[CH:30]=[CH:29][C:4]=1[CH2:5][N:6]1[C:11](=[O:12])[C:10]([C:13]([OH:15])=[O:14])=[CH:9][C:8]2[CH2:17][CH2:18][CH2:19][C:20]3[CH:25]=[C:24]([N:26]([CH3:28])[CH3:27])[CH:23]=[CH:22][C:21]=3[C:7]1=2. The yield is 1.00.